This data is from Catalyst prediction with 721,799 reactions and 888 catalyst types from USPTO. The task is: Predict which catalyst facilitates the given reaction. (1) Reactant: COC1C=CC(C[N:8]2[N:12]=[N:11][C:10]([C:13]3[C:18](=[O:19])[N:17]4[CH:20]=[CH:21][C:22]([C:24]([OH:26])=O)=[CH:23][C:16]4=[N:15][CH:14]=3)=[N:9]2)=CC=1.[C:29]([C:33]1[N:34]=[C:35]([NH2:38])[S:36][CH:37]=1)([CH3:32])([CH3:31])[CH3:30].ON1C2C=CC=CC=2N=N1.Cl.C(N=C=NCCCN(C)C)C.Cl. Product: [C:29]([C:33]1[N:34]=[C:35]([NH:38][C:24]([C:22]2[CH:21]=[CH:20][N:17]3[C:18](=[O:19])[C:13]([C:10]4[N:11]=[N:12][NH:8][N:9]=4)=[CH:14][N:15]=[C:16]3[CH:23]=2)=[O:26])[S:36][CH:37]=1)([CH3:32])([CH3:31])[CH3:30]. The catalyst class is: 468. (2) Reactant: C([O:3][C:4]([C:6]([CH:17]1[C:22]2[N:23]([CH2:29][C:30]3[CH:35]=[CH:34][CH:33]=[C:32]([I:36])[CH:31]=3)[C:24]([CH:26]([CH3:28])[CH3:27])=[N:25][C:21]=2[CH2:20][CH2:19][CH2:18]1)(C(OCC)=O)C(OCC)=O)=[O:5])C.[OH-].[Na+]. Product: [C:4]([OH:5])(=[O:3])[CH3:6].[I:36][C:32]1[CH:31]=[C:30]([CH2:29][N:23]2[C:22]3[CH:17]([CH2:6][C:4]([OH:5])=[O:3])[CH2:18][CH2:19][CH2:20][C:21]=3[N:25]=[C:24]2[CH:26]([CH3:28])[CH3:27])[CH:35]=[CH:34][CH:33]=1. The catalyst class is: 275. (3) Reactant: [C:1]([O:4][CH:5]1[CH:10](Br)[CH2:9][CH2:8][N:7]([C:12](=[O:25])[C@H:13]([CH:22]([CH3:24])[CH3:23])[NH:14][C:15]([O:17][C:18]([CH3:21])([CH3:20])[CH3:19])=[O:16])[CH2:6]1)(=[O:3])[CH3:2].C1CCN2C(=NCCC2)CC1. Product: [C:1]([O:4][CH:5]1[CH:10]=[CH:9][CH2:8][N:7]([C:12](=[O:25])[C@@H:13]([CH:22]([CH3:23])[CH3:24])[NH:14][C:15]([O:17][C:18]([CH3:20])([CH3:19])[CH3:21])=[O:16])[CH2:6]1)(=[O:3])[CH3:2]. The catalyst class is: 11. (4) Reactant: [Cl:1][C:2]1[CH:3]=[CH:4][C:5]([O:11][CH3:12])=[C:6]([CH:10]=1)[C:7](Cl)=[O:8].[C:13]([S-:15])#[N:14].[K+].CC(C)=O. Product: [Cl:1][C:2]1[CH:3]=[CH:4][C:5]([O:11][CH3:12])=[C:6]([CH:10]=1)[C:7]([N:14]=[C:13]=[S:15])=[O:8]. The catalyst class is: 305. (5) Reactant: [Cl-].[NH4+:2].[Cl:3][C:4]1[CH:9]=[C:8]([C:10]#[N:11])[CH:7]=[CH:6][N:5]=1.CO. Product: [Cl:3][C:4]1[CH:9]=[C:8]([C:10](=[NH:2])[NH2:11])[CH:7]=[CH:6][N:5]=1. The catalyst class is: 11. (6) Reactant: [CH3:1][S:2]([CH2:5][C:6]1[N:11]=[C:10]2[N:12]([CH3:15])[N:13]=[CH:14][C:9]2=[C:8]([C:16]2[CH:21]=[CH:20][C:19]([N+:22]([O-])=O)=[CH:18][CH:17]=2)[CH:7]=1)(=[O:4])=[O:3].O.O.Cl[Sn]Cl. Product: [CH3:1][S:2]([CH2:5][C:6]1[N:11]=[C:10]2[N:12]([CH3:15])[N:13]=[CH:14][C:9]2=[C:8]([C:16]2[CH:21]=[CH:20][C:19]([NH2:22])=[CH:18][CH:17]=2)[CH:7]=1)(=[O:4])=[O:3]. The catalyst class is: 301.